From a dataset of Full USPTO retrosynthesis dataset with 1.9M reactions from patents (1976-2016). Predict the reactants needed to synthesize the given product. Given the product [F:1][C:2]1[CH:3]=[C:4]([O:11][CH2:13][C:14]2[CH:19]=[CH:18][C:17]([O:20][CH3:21])=[CH:16][CH:15]=2)[CH:5]=[CH:6][C:7]=1[N+:8]([O-:10])=[O:9], predict the reactants needed to synthesize it. The reactants are: [F:1][C:2]1[CH:3]=[C:4]([OH:11])[CH:5]=[CH:6][C:7]=1[N+:8]([O-:10])=[O:9].Cl[CH2:13][C:14]1[CH:19]=[CH:18][C:17]([O:20][CH3:21])=[CH:16][CH:15]=1.C(=O)([O-])[O-].[K+].[K+].